Dataset: Forward reaction prediction with 1.9M reactions from USPTO patents (1976-2016). Task: Predict the product of the given reaction. (1) Given the reactants [Br:1]Br.[Br:3][C:4]1[CH:9]=[CH:8][CH:7]=[CH:6][C:5]=1[C:10](=[O:12])[CH3:11], predict the reaction product. The product is: [Br:1][CH2:11][C:10]([C:5]1[CH:6]=[CH:7][CH:8]=[CH:9][C:4]=1[Br:3])=[O:12]. (2) Given the reactants Cl.[Br:2][C:3]1[C:4]([NH:10][C@H:11]([CH3:16])[C:12]([CH3:15])([OH:14])[CH3:13])=[N:5][C:6](Cl)=[N:7][CH:8]=1.[C:17]1([NH2:24])[CH:22]=[CH:21][C:20]([NH2:23])=[CH:19][CH:18]=1, predict the reaction product. The product is: [Br:2][C:3]1[C:4]([NH:10][CH:11]([CH3:16])[C:12]([CH3:15])([OH:14])[CH3:13])=[N:5][C:6]([NH:23][C:20]2[CH:21]=[CH:22][C:17]([NH:24][C:6]3[N:5]=[C:4]([NH:10][C@H:11]([CH3:16])[C:12]([OH:14])([CH3:13])[CH3:15])[C:3]([Br:2])=[CH:8][N:7]=3)=[CH:18][CH:19]=2)=[N:7][CH:8]=1. (3) Given the reactants [C:1]([O:5][C:6]([N:8]1[CH2:13][CH2:12][C:11](=O)[CH2:10][CH2:9]1)=[O:7])([CH3:4])([CH3:3])[CH3:2].[F:15][C:16]1[CH:17]=[C:18]([CH:20]=[CH:21][C:22]=1[F:23])[NH2:19], predict the reaction product. The product is: [C:1]([O:5][C:6]([N:8]1[CH2:13][CH2:12][CH:11]([NH:19][C:18]2[CH:20]=[CH:21][C:22]([F:23])=[C:16]([F:15])[CH:17]=2)[CH2:10][CH2:9]1)=[O:7])([CH3:4])([CH3:3])[CH3:2]. (4) Given the reactants Cl.C(N(CC)[C:5](=[O:25])[C:6]1[CH:11]=[CH:10][CH:9]=[C:8]([F:12])[C:7]=1[CH2:13][C:14](=[O:24])[CH2:15][CH2:16][N:17]1[CH2:21][CH2:20][CH2:19][C@@H:18]1[CH2:22][OH:23])C.C(=O)([O-])[O-].[K+].[K+], predict the reaction product. The product is: [F:12][C:8]1[CH:9]=[CH:10][CH:11]=[C:6]2[C:7]=1[CH:13]=[C:14]([CH2:15][CH2:16][N:17]1[CH2:21][CH2:20][CH2:19][C@@H:18]1[CH2:22][OH:23])[O:24][C:5]2=[O:25]. (5) Given the reactants Br[C:2]1[CH:7]=[CH:6][CH:5]=[C:4](Br)[CH:3]=1.[CH2:9]([OH:14])[CH2:10][CH2:11][C:12]#[CH:13], predict the reaction product. The product is: [OH:14][CH2:9][CH2:10][CH2:11][C:12]#[C:13][C:4]1[CH:3]=[C:2]([C:13]#[C:12][CH2:11][CH2:10][CH2:9][OH:14])[CH:7]=[CH:6][CH:5]=1. (6) Given the reactants [C:1]([O:5][C:6](=[O:19])[N:7]([CH2:10][C:11]1[CH:16]=[C:15]([Br:17])[CH:14]=[CH:13][C:12]=1I)[CH2:8][CH3:9])([CH3:4])([CH3:3])[CH3:2].[CH2:20]([O:22][C:23](=[O:42])[CH2:24][C:25]1[CH:30]=[CH:29][C:28]([O:31][CH3:32])=[C:27](B2OC(C)(C)C(C)(C)O2)[CH:26]=1)[CH3:21].C(=O)([O-])[O-].[K+].[K+], predict the reaction product. The product is: [CH2:20]([O:22][C:23](=[O:42])[CH2:24][C:25]1[CH:26]=[C:27]([C:12]2[CH:13]=[CH:14][C:15]([Br:17])=[CH:16][C:11]=2[CH2:10][N:7]([C:6]([O:5][C:1]([CH3:4])([CH3:3])[CH3:2])=[O:19])[CH2:8][CH3:9])[C:28]([O:31][CH3:32])=[CH:29][CH:30]=1)[CH3:21].